This data is from NCI-60 drug combinations with 297,098 pairs across 59 cell lines. The task is: Regression. Given two drug SMILES strings and cell line genomic features, predict the synergy score measuring deviation from expected non-interaction effect. (1) Drug 1: C1=CC(=C2C(=C1NCCNCCO)C(=O)C3=C(C=CC(=C3C2=O)O)O)NCCNCCO. Drug 2: C1=CN(C=N1)CC(O)(P(=O)(O)O)P(=O)(O)O. Cell line: EKVX. Synergy scores: CSS=1.31, Synergy_ZIP=-9.01, Synergy_Bliss=-19.1, Synergy_Loewe=-42.6, Synergy_HSA=-18.7. (2) Drug 1: C1CN1P(=S)(N2CC2)N3CC3. Drug 2: CC(C)(C#N)C1=CC(=CC(=C1)CN2C=NC=N2)C(C)(C)C#N. Cell line: IGROV1. Synergy scores: CSS=5.16, Synergy_ZIP=-1.77, Synergy_Bliss=-1.33, Synergy_Loewe=-1.42, Synergy_HSA=-1.75. (3) Drug 1: CC1CCC2CC(C(=CC=CC=CC(CC(C(=O)C(C(C(=CC(C(=O)CC(OC(=O)C3CCCCN3C(=O)C(=O)C1(O2)O)C(C)CC4CCC(C(C4)OC)O)C)C)O)OC)C)C)C)OC. Drug 2: CCC1=C2CN3C(=CC4=C(C3=O)COC(=O)C4(CC)O)C2=NC5=C1C=C(C=C5)O. Cell line: BT-549. Synergy scores: CSS=20.6, Synergy_ZIP=-6.83, Synergy_Bliss=-3.67, Synergy_Loewe=-3.92, Synergy_HSA=-1.05. (4) Drug 1: C(CCl)NC(=O)N(CCCl)N=O. Drug 2: C(CN)CNCCSP(=O)(O)O. Cell line: NCI-H322M. Synergy scores: CSS=-4.04, Synergy_ZIP=3.50, Synergy_Bliss=2.39, Synergy_Loewe=-1.45, Synergy_HSA=-3.76.